This data is from Forward reaction prediction with 1.9M reactions from USPTO patents (1976-2016). The task is: Predict the product of the given reaction. (1) Given the reactants COC(C)(C)C.[C:7]([O:12][CH:13]([O:17][C:18]([CH3:20])=[S:19])[CH2:14][CH2:15][CH3:16])(=[O:11])[CH2:8][CH2:9][CH3:10], predict the reaction product. The product is: [C:7]([O:12][C@@H:13]([O:17][C:18]([CH3:20])=[S:19])[CH2:14][CH2:15][CH3:16])(=[O:11])[CH2:8][CH2:9][CH3:10]. (2) Given the reactants [Si]([O:18][CH:19]1[CH2:22][N:21]([C:23]2[S:24][CH:25]=[C:26]([CH2:28][NH:29][C:30]([O:32][CH3:33])=[O:31])[N:27]=2)[CH2:20]1)(C(C)(C)C)(C1C=CC=CC=1)C1C=CC=CC=1.C(O)(=O)C.[F-].C([N+](CCCC)(CCCC)CCCC)CCC, predict the reaction product. The product is: [OH:18][CH:19]1[CH2:20][N:21]([C:23]2[S:24][CH:25]=[C:26]([CH2:28][NH:29][C:30]([O:32][CH3:33])=[O:31])[N:27]=2)[CH2:22]1. (3) Given the reactants [NH2:1][CH:2]1[CH2:7][CH2:6][N:5]([C:8]2[CH:29]=[CH:28][C:11]([C:12]([NH:14][CH2:15][CH2:16][C:17]3[CH:18]=[C:19]4[C:23](=[CH:24][CH:25]=3)[NH:22][CH:21]=[C:20]4[C:26]#[N:27])=[O:13])=[CH:10][CH:9]=2)[CH2:4][CH2:3]1.[C:30](OC(=O)C)(=[O:32])[CH3:31], predict the reaction product. The product is: [C:30]([NH:1][CH:2]1[CH2:3][CH2:4][N:5]([C:8]2[CH:9]=[CH:10][C:11]([C:12]([NH:14][CH2:15][CH2:16][C:17]3[CH:18]=[C:19]4[C:23](=[CH:24][CH:25]=3)[NH:22][CH:21]=[C:20]4[C:26]#[N:27])=[O:13])=[CH:28][CH:29]=2)[CH2:6][CH2:7]1)(=[O:32])[CH3:31]. (4) Given the reactants [F:1][C:2]1[CH:10]=[CH:9][C:5]([CH2:6][CH2:7][NH2:8])=[CH:4][CH:3]=1.[CH:11]([N:14](CC)C(C)C)(C)[CH3:12].BrCC#N, predict the reaction product. The product is: [F:1][C:2]1[CH:10]=[CH:9][C:5]([CH2:6][CH2:7][NH:8][CH2:12][C:11]#[N:14])=[CH:4][CH:3]=1. (5) Given the reactants [CH3:1][O:2][C:3](=[O:18])[C:4]1[CH:9]=[CH:8][C:7]([NH:10][CH2:11][CH:12]([CH3:14])[CH3:13])=[C:6]([N+:15]([O-])=O)[CH:5]=1, predict the reaction product. The product is: [CH3:1][O:2][C:3](=[O:18])[C:4]1[CH:9]=[CH:8][C:7]([NH:10][CH2:11][CH:12]([CH3:13])[CH3:14])=[C:6]([NH2:15])[CH:5]=1. (6) Given the reactants [Br:1][C:2]1[CH:3]=[C:4]2[C:8](=[CH:9][CH:10]=1)[NH:7][N:6]=[C:5]2[C:11]([OH:13])=O.C(Cl)(=O)C(Cl)=O.[CH2:20]([NH2:22])[CH3:21], predict the reaction product. The product is: [Br:1][C:2]1[CH:3]=[C:4]2[C:8](=[CH:9][CH:10]=1)[NH:7][N:6]=[C:5]2[C:11]([NH:22][CH2:20][CH3:21])=[O:13]. (7) Given the reactants [OH:1][C@@:2]1([C:13]([OH:15])=[O:14])[C:10]2[CH:9]=[CH:8][S:7][C:6]=2[C@@H:5]([OH:11])[C@H:4]([OH:12])[CH2:3]1.[K+].[Br-].[CH2:18]1COCC1, predict the reaction product. The product is: [OH:1][C@@:2]1([C:13]([OH:15])=[O:14])[C:10]2[CH:9]=[C:8]([CH3:18])[S:7][C:6]=2[C@@H:5]([OH:11])[C@H:4]([OH:12])[CH2:3]1.